From a dataset of Full USPTO retrosynthesis dataset with 1.9M reactions from patents (1976-2016). Predict the reactants needed to synthesize the given product. Given the product [F:1][C:2]1[CH:10]=[C:9]2[C:5](/[C:6](=[C:12]3\[O:13][CH:14]([CH2:21][C:22]([O-:24])=[O:23])[C:15]4[CH:16]=[CH:17][CH:18]=[CH:19][C:20]\3=4)/[C:7](=[O:11])[NH:8]2)=[CH:4][CH:3]=1.[Na+:27], predict the reactants needed to synthesize it. The reactants are: [F:1][C:2]1[CH:10]=[C:9]2[C:5]([C:6](=[C:12]3[C:20]4[C:15](=[CH:16][CH:17]=[CH:18][CH:19]=4)[CH:14]([CH2:21][C:22]([OH:24])=[O:23])[O:13]3)[C:7](=[O:11])[NH:8]2)=[CH:4][CH:3]=1.C[O-].[Na+:27].CO.CCOC(C)=O.